Predict the product of the given reaction. From a dataset of Forward reaction prediction with 1.9M reactions from USPTO patents (1976-2016). Given the reactants [H-].[Na+].[CH2:3]([CH:10]1[CH2:14][CH2:13][NH:12][C:11]1=[O:15])[C:4]1[CH:9]=[CH:8][CH:7]=[CH:6][CH:5]=1.Br[CH2:17][C:18]([O:20][CH2:21][CH3:22])=[O:19], predict the reaction product. The product is: [CH2:3]([CH:10]1[CH2:14][CH2:13][N:12]([CH2:17][C:18]([O:20][CH2:21][CH3:22])=[O:19])[C:11]1=[O:15])[C:4]1[CH:9]=[CH:8][CH:7]=[CH:6][CH:5]=1.